Dataset: Full USPTO retrosynthesis dataset with 1.9M reactions from patents (1976-2016). Task: Predict the reactants needed to synthesize the given product. (1) Given the product [CH2:34]([O:1][C:2]1[CH:27]=[CH:26][C:5]2[N:6]([CH:19]([CH2:24][CH3:25])[C:20]([O:22][CH3:23])=[O:21])[C:7](=[N:9][C:10](=[O:18])[C:11]3[CH:12]=[CH:13][C:14]([CH3:17])=[CH:15][CH:16]=3)[S:8][C:4]=2[CH:3]=1)[C:35]1[CH:40]=[CH:39][CH:38]=[CH:37][CH:36]=1, predict the reactants needed to synthesize it. The reactants are: [OH:1][C:2]1[CH:27]=[CH:26][C:5]2[N:6]([CH:19]([CH2:24][CH3:25])[C:20]([O:22][CH3:23])=[O:21])[C:7](=[N:9][C:10](=[O:18])[C:11]3[CH:16]=[CH:15][C:14]([CH3:17])=[CH:13][CH:12]=3)[S:8][C:4]=2[CH:3]=1.C(=O)([O-])[O-].[K+].[K+].[CH2:34](Br)[C:35]1[CH:40]=[CH:39][CH:38]=[CH:37][CH:36]=1. (2) Given the product [CH3:10][O:13][C:17](=[O:18])[C:6]1[CH:5]=[CH:4][N:3]=[C:2]([Cl:1])[C:7]=1[CH3:22], predict the reactants needed to synthesize it. The reactants are: [Cl:1][C:2]1(C)[CH:7]=[C:6](I)[CH:5]=[CH:4][NH:3]1.[C:10](=[O:13])([O-])O.[Na+].CN(C)[CH:17]=[O:18].[C]=O.[CH3:22]O. (3) Given the product [Cl:1][C:2]1[CH:18]=[CH:17][C:5]([C:6]([NH:8][C:9]2[CH:14]=[CH:13][NH:12][C:11](=[O:15])[CH:10]=2)=[O:7])=[C:4]([F:19])[CH:3]=1, predict the reactants needed to synthesize it. The reactants are: [Cl:1][C:2]1[CH:18]=[CH:17][C:5]([C:6]([NH:8][C:9]2[CH:14]=[CH:13][N:12]=[C:11]([O:15]C)[CH:10]=2)=[O:7])=[C:4]([F:19])[CH:3]=1.[Si](I)(C)(C)C. (4) The reactants are: C([Sn](CCCC)(CCCC)[C:6]1[CH:11]=[CH:10][C:9]([C:12]2[N:13]=[C:14]3[CH:19]=[CH:18][C:17]([O:20][CH3:21])=[CH:16][N:15]3[CH:22]=2)=[CH:8][CH:7]=1)CCC.[I:31]I.C(=O)([O-])O.[Na+].S([O-])([O-])(=O)=S.[Na+].[Na+]. Given the product [I:31][C:6]1[CH:11]=[CH:10][C:9]([C:12]2[N:13]=[C:14]3[CH:19]=[CH:18][C:17]([O:20][CH3:21])=[CH:16][N:15]3[CH:22]=2)=[CH:8][CH:7]=1, predict the reactants needed to synthesize it. (5) Given the product [F:1][C:2]1[C:3]([NH:28][C@@H:29]([C:32]([CH3:35])([CH3:34])[CH3:33])[CH2:30][OH:31])=[N:38][C:5]([C:8]2[C:16]3[C:11](=[N:12][CH:13]=[C:14]([F:17])[CH:15]=3)[NH:10][CH:9]=2)=[N:6][CH:7]=1, predict the reactants needed to synthesize it. The reactants are: [F:1][C:2]1[C:3]([NH:28][C@@H:29]([C:32]([CH3:35])([CH3:34])[CH3:33])[CH2:30][OH:31])=C[C:5]([C:8]2[C:16]3[C:11](=[N:12][CH:13]=[C:14]([F:17])[CH:15]=3)[N:10](S(C3C=CC(C)=CC=3)(=O)=O)[CH:9]=2)=[N:6][CH:7]=1.C(#[N:38])C.O.